This data is from HIV replication inhibition screening data with 41,000+ compounds from the AIDS Antiviral Screen. The task is: Binary Classification. Given a drug SMILES string, predict its activity (active/inactive) in a high-throughput screening assay against a specified biological target. (1) The compound is CCCCc1ccc(Nc2nc(N)c3nc[nH]c3n2)cc1. The result is 0 (inactive). (2) The compound is CN1C(=O)C2N(N(C)C1=O)C1(Br)C(=O)NC(=O)C21Br. The result is 1 (active). (3) The compound is COC(=O)C12CCC1(C(=O)OC)C1(C)OC(=O)C=C(C)C12. The result is 0 (inactive). (4) The compound is Cc1nnc(N)nc1CC=CC(Sc1ccc(Cl)cc1)c1ccccc1. The result is 1 (active).